From a dataset of Reaction yield outcomes from USPTO patents with 853,638 reactions. Predict the reaction yield, written as a fraction of the theoretical maximum amount of product (1.0 means a 100% yield; for example, 0.34 means a 34% yield). The reactants are [Br:1][C:2]1[CH:7]=[CH:6][C:5](I)=[CH:4][CH:3]=1.[C:9]1([C:15]#[CH:16])[CH:14]=[CH:13][CH:12]=[CH:11][CH:10]=1.O1CCCC1. The catalyst is C1C=CC(P(C2C=CC=CC=2)C2C=CC=CC=2)=CC=1.C1C=CC(P(C2C=CC=CC=2)C2C=CC=CC=2)=CC=1.Cl[Pd]Cl.[Cu]I.C(N(CC)CC)C. The product is [Br:1][C:2]1[CH:7]=[CH:6][C:5]([C:16]#[C:15][C:9]2[CH:14]=[CH:13][CH:12]=[CH:11][CH:10]=2)=[CH:4][CH:3]=1. The yield is 0.580.